The task is: Regression/Classification. Given a drug SMILES string, predict its absorption, distribution, metabolism, or excretion properties. Task type varies by dataset: regression for continuous measurements (e.g., permeability, clearance, half-life) or binary classification for categorical outcomes (e.g., BBB penetration, CYP inhibition). Dataset: rlm.. This data is from Rat liver microsome stability data. (1) The molecule is NC(=O)Nc1cc(-c2ccc(CN3CCOCC3)cc2)sc1C(N)=O. The result is 0 (unstable in rat liver microsomes). (2) The molecule is CCCc1cc(=O)oc2c3c(c4c(c12)OC(C)(C)C=C4)OC(C)C(C)C3O. The result is 1 (stable in rat liver microsomes). (3) The drug is NCC1(c2ccc(-c3ccccc3)cc2)CCCCC1. The result is 1 (stable in rat liver microsomes). (4) The compound is O=C(Nc1ncnc2sc3c(c12)CCC3)c1ccco1. The result is 1 (stable in rat liver microsomes). (5) The molecule is COc1ccc(-n2nc(C)c([C@@H]3C=C[C@@H](NCc4cccc(Cl)c4)C3)c2C)cc1. The result is 1 (stable in rat liver microsomes). (6) The molecule is Cc1cnc(-c2ccccc2C2COC2)nc1NCc1ccc(-c2cccnc2)cc1. The result is 0 (unstable in rat liver microsomes). (7) The drug is Cc1c(C(=O)Nc2ccc(F)cn2)nn(C)c1-c1ccc(F)cc1. The result is 0 (unstable in rat liver microsomes).